Predict which catalyst facilitates the given reaction. From a dataset of Catalyst prediction with 721,799 reactions and 888 catalyst types from USPTO. (1) Reactant: [NH2:1][C:2]1[CH:7]=[C:6]([NH2:8])[C:5]([F:9])=[CH:4][C:3]=1[CH2:10][C:11]([OH:13])=O.[OH-].[Na+]. Product: [NH2:8][C:6]1[C:5]([F:9])=[CH:4][C:3]2[C:2]([CH:7]=1)=[N:1][C:11](=[O:13])[CH:10]=2.[F:9][C:5]1[CH:4]=[C:3]2[C:2](=[CH:7][C:6]=1[NH2:8])[NH:1][C:11](=[O:13])[CH2:10]2. The catalyst class is: 33. (2) Reactant: [C:1]([O:5][C:6]([N:8](C(OC(C)(C)C)=O)[C:9]1[N:14]=[CH:13][C:12]([C:15]2[N:23]=[C:22]3[C:18]([N:19]=[CH:20][N:21]3[CH2:24][C:25]([O-:27])=[O:26])=[C:17]([N:28]3[CH2:33][CH2:32][O:31][CH2:30][CH2:29]3)[N:16]=2)=[CH:11][N:10]=1)=[O:7])([CH3:4])([CH3:3])[CH3:2].[OH-].[Li+]. Product: [C:1]([O:5][C:6]([NH:8][C:9]1[N:10]=[CH:11][C:12]([C:15]2[N:23]=[C:22]3[C:18]([N:19]=[CH:20][N:21]3[CH2:24][C:25]([OH:27])=[O:26])=[C:17]([N:28]3[CH2:33][CH2:32][O:31][CH2:30][CH2:29]3)[N:16]=2)=[CH:13][N:14]=1)=[O:7])([CH3:4])([CH3:2])[CH3:3]. The catalyst class is: 20. (3) Reactant: [ClH:1].C(OCC)C.[CH3:7][NH:8][C:9]1[N:10]=[C:11]([NH:25][CH2:26][CH2:27][CH3:28])[C:12]2[N:18]=[C:17]([NH:19][CH3:20])[N:16]=[C:15]([NH:21][CH2:22][CH2:23][CH3:24])[C:13]=2[N:14]=1. Product: [ClH:1].[CH3:20][NH:19][C:17]1[N:16]=[C:15]([NH:21][CH2:22][CH2:23][CH3:24])[C:13]2[N:14]=[C:9]([NH:8][CH3:7])[N:10]=[C:11]([NH:25][CH2:26][CH2:27][CH3:28])[C:12]=2[N:18]=1. The catalyst class is: 5. (4) Reactant: ClC(OC(Cl)C)=O.C([N:15]1[CH2:20][C@H:19]([CH3:21])[O:18][C@@H:17]([CH3:22])[CH2:16]1)C1C=CC=CC=1.C(N(CC)C(C)C)(C)C.C([O-])([O-])=O.[K+].[K+].F[C:39]1[CH:46]=[CH:45][C:44]([N+:47]([O-:49])=[O:48])=[CH:43][C:40]=1[CH:41]=[O:42]. Product: [CH3:22][C@@H:17]1[O:18][C@@H:19]([CH3:21])[CH2:20][N:15]([C:39]2[CH:46]=[CH:45][C:44]([N+:47]([O-:49])=[O:48])=[CH:43][C:40]=2[CH:41]=[O:42])[CH2:16]1. The catalyst class is: 2.